From a dataset of Forward reaction prediction with 1.9M reactions from USPTO patents (1976-2016). Predict the product of the given reaction. Given the reactants [CH3:1][O:2][C:3]1[CH:8]=[CH:7][C:6]([CH:9]2[O:14][C:13]([CH3:16])([CH3:15])[CH2:12][CH2:11][O:10]2)=[CH:5][CH:4]=1.[H-].C([Al+]CC(C)C)C(C)C.ClCCl.C(OCC)(=O)C.C([O-])(=O)[C@@H]([C@H](C([O-])=O)O)O.[Na+].[K+], predict the reaction product. The product is: [CH3:1][O:2][C:3]1[CH:4]=[CH:5][C:6]([CH2:9][O:14][C:13]([CH3:15])([CH3:16])[CH2:12][CH2:11][OH:10])=[CH:7][CH:8]=1.